This data is from TCR-epitope binding with 47,182 pairs between 192 epitopes and 23,139 TCRs. The task is: Binary Classification. Given a T-cell receptor sequence (or CDR3 region) and an epitope sequence, predict whether binding occurs between them. (1) The epitope is PKYVKQNTLKLAT. Result: 1 (the TCR binds to the epitope). The TCR CDR3 sequence is CASTPSPGVSSIGYEQYF. (2) The epitope is QASQEVKNW. The TCR CDR3 sequence is CASSPVSGEDEQYF. Result: 1 (the TCR binds to the epitope). (3) The epitope is YLDAYNMMI. The TCR CDR3 sequence is CASSQGPGRESSPLHF. Result: 0 (the TCR does not bind to the epitope). (4) The epitope is LLLGIGILV. The TCR CDR3 sequence is CASSSGTPVYSGNTIYF. Result: 1 (the TCR binds to the epitope). (5) The epitope is GLIYNRMGAVTTEV. The TCR CDR3 sequence is CAISEPTGTGNYNEQFF. Result: 0 (the TCR does not bind to the epitope). (6) The epitope is FLNRFTTTL. The TCR CDR3 sequence is CASSLARGTGVGGTEAFF. Result: 0 (the TCR does not bind to the epitope). (7) Result: 0 (the TCR does not bind to the epitope). The TCR CDR3 sequence is CASSLGLAVTGSTGELFF. The epitope is KLSYGIATV. (8) The epitope is ILGLPTQTV. The TCR CDR3 sequence is CASSFSGPQGYGYTF. Result: 1 (the TCR binds to the epitope). (9) The epitope is FVDGVPFVV. The TCR CDR3 sequence is CASSLGGTSGGGYNEQFF. Result: 1 (the TCR binds to the epitope).